Predict the reactants needed to synthesize the given product. From a dataset of Full USPTO retrosynthesis dataset with 1.9M reactions from patents (1976-2016). (1) Given the product [ClH:25].[NH:8]1[CH2:9][CH2:10][CH:11]([NH:14][C:15]2[O:16][C:17]3[CH:23]=[CH:22][C:21]([OH:24])=[CH:20][C:18]=3[N:19]=2)[CH2:12][CH2:13]1, predict the reactants needed to synthesize it. The reactants are: C(OC([N:8]1[CH2:13][CH2:12][CH:11]([NH:14][C:15]2[O:16][C:17]3[CH:23]=[CH:22][C:21]([OH:24])=[CH:20][C:18]=3[N:19]=2)[CH2:10][CH2:9]1)=O)(C)(C)C.[ClH:25].O1CCOCC1. (2) The reactants are: [Br:1][C:2]1[C:11]2[CH2:10][CH2:9][CH2:8][CH:7]([NH2:12])[C:6]=2[CH:5]=[N:4][CH:3]=1.CCN(CC)CC.[C:20](Cl)(=[O:22])[CH3:21]. Given the product [Br:1][C:2]1[C:11]2[CH2:10][CH2:9][CH2:8][CH:7]([NH:12][C:20](=[O:22])[CH3:21])[C:6]=2[CH:5]=[N:4][CH:3]=1, predict the reactants needed to synthesize it. (3) Given the product [Cl:1][C:2]1[C:3]2[C:10]([I:27])=[CH:9][N:8]([C@@H:11]3[O:21][C@H:20]([CH2:22][O:23][C:24](=[O:26])[CH3:25])[C@@H:15]([O:16][C:17](=[O:19])[CH3:18])[C@H:12]3[O:13][CH3:14])[C:4]=2[N:5]=[CH:6][N:7]=1, predict the reactants needed to synthesize it. The reactants are: [Cl:1][C:2]1[C:3]2[CH:10]=[CH:9][N:8]([C@@H:11]3[O:21][C@H:20]([CH2:22][O:23][C:24](=[O:26])[CH3:25])[C@@H:15]([O:16][C:17](=[O:19])[CH3:18])[C@H:12]3[O:13][CH3:14])[C:4]=2[N:5]=[CH:6][N:7]=1.[I:27]Cl. (4) Given the product [OH:27][C:28]1[N:1]([C:3]2[CH:18]=[CH:17][C:6]([C:7](=[O:8])[NH:9][CH2:10][CH:11]3[CH2:16][CH2:15][O:14][CH2:13][CH2:12]3)=[CH:5][N:4]=2)[N:2]=[CH:35][C:29]=1[C:30]([O:32][CH2:33][CH3:34])=[O:31], predict the reactants needed to synthesize it. The reactants are: [NH:1]([C:3]1[CH:18]=[CH:17][C:6]([C:7]([NH:9][CH2:10][CH:11]2[CH2:16][CH2:15][O:14][CH2:13][CH2:12]2)=[O:8])=[CH:5][N:4]=1)[NH2:2].C(=O)([O-])[O-].[K+].[K+].C([O:27][CH:28]=[C:29]([C:35](OCC)=O)[C:30]([O:32][CH2:33][CH3:34])=[O:31])C.Cl. (5) Given the product [CH3:1][O:2][C:3]([C:5]1([CH:10]=[N:26][O:25][CH2:18][C:19]2[CH:24]=[CH:23][CH:22]=[CH:21][CH:20]=2)[CH2:6][CH2:7][CH2:8][CH2:9]1)=[O:4], predict the reactants needed to synthesize it. The reactants are: [CH3:1][O:2][C:3]([C:5]1([CH:10]=O)[CH2:9][CH2:8][CH2:7][CH2:6]1)=[O:4].C([O-])(=O)C.[Na+].Cl.[CH2:18]([O:25][NH2:26])[C:19]1[CH:24]=[CH:23][CH:22]=[CH:21][CH:20]=1. (6) Given the product [C:22]([O:21][C:20](=[O:26])[NH:19][CH2:18][C:16]1[CH:17]=[C:12]([O:10][C:4]2[CH:5]=[C:6]([O:8][CH3:9])[CH:7]=[C:2]([F:1])[CH:3]=2)[CH:13]=[CH:14][C:15]=1[N+:27]([O-:29])=[O:28])([CH3:25])([CH3:23])[CH3:24], predict the reactants needed to synthesize it. The reactants are: [F:1][C:2]1[CH:3]=[C:4]([OH:10])[CH:5]=[C:6]([O:8][CH3:9])[CH:7]=1.Cl[C:12]1[CH:13]=[CH:14][C:15]([N+:27]([O-:29])=[O:28])=[C:16]([CH2:18][NH:19][C:20](=[O:26])[O:21][C:22]([CH3:25])([CH3:24])[CH3:23])[CH:17]=1.[H-].[Na+]. (7) Given the product [C:1]([O:5][C:6]([N:8]1[CH2:13][CH2:12][CH:11]([N:14]2[C:18]3=[N:19][CH:20]=[N:21][C:22]([NH:35][C:31]4[C:32]([CH3:34])=[N:33][C:28]([S:25]([CH3:24])(=[O:27])=[O:26])=[CH:29][CH:30]=4)=[C:17]3[CH:16]=[N:15]2)[CH2:10][CH2:9]1)=[O:7])([CH3:4])([CH3:3])[CH3:2], predict the reactants needed to synthesize it. The reactants are: [C:1]([O:5][C:6]([N:8]1[CH2:13][CH2:12][CH:11]([N:14]2[C:18]3=[N:19][CH:20]=[N:21][C:22](Cl)=[C:17]3[CH:16]=[N:15]2)[CH2:10][CH2:9]1)=[O:7])([CH3:4])([CH3:3])[CH3:2].[CH3:24][S:25]([C:28]1[N:33]=[C:32]([CH3:34])[C:31]([NH2:35])=[CH:30][CH:29]=1)(=[O:27])=[O:26].CC(C)([O-])C.[Na+].C(OCC)(=O)C.